Dataset: Catalyst prediction with 721,799 reactions and 888 catalyst types from USPTO. Task: Predict which catalyst facilitates the given reaction. (1) Reactant: [ClH:1].[CH3:2][S:3]([C:6]1[CH:11]=[CH:10][C:9]([C:12]2[CH:21]=[CH:20][C:19]3[C:14](=[CH:15][CH:16]=[C:17]([O:22]C)[CH:18]=3)[C:13]=2[O:24][C:25]2[CH:40]=[CH:39][C:28]([O:29][CH2:30][CH2:31][N:32]3[CH:38]=[CH:37][CH:36]=[CH:35][CH:34]=[CH:33]3)=[CH:27][CH:26]=2)=[CH:8][CH:7]=1)(=[O:5])=[O:4].N1(CCOC2C=CC(OC3C(C4C=CC(S(C)(=O)=O)=CC=4)=CC=C4C=3C=CC(O)=C4)=CC=2)C=CC=CC=C1.Cl. Product: [ClH:1].[N:32]1([CH2:31][CH2:30][O:29][C:28]2[CH:27]=[CH:26][C:25]([O:24][C:13]3[C:12]([C:9]4[CH:10]=[CH:11][C:6]([S:3]([CH3:2])(=[O:4])=[O:5])=[CH:7][CH:8]=4)=[CH:21][CH:20]=[C:19]4[C:14]=3[CH:15]=[CH:16][C:17]([OH:22])=[CH:18]4)=[CH:40][CH:39]=2)[CH:38]=[CH:37][CH:36]=[CH:35][CH:34]=[CH:33]1. The catalyst class is: 363. (2) Product: [C:14]([O:18][C:19]([N:21]1[CH2:22][CH2:23][CH:24]([N:27]2[C:31]3=[N:32][CH:33]=[N:34][C:35]([O:13][C:10]4[CH:11]=[CH:12][C:7]([S:4]([CH3:3])(=[O:5])=[O:6])=[CH:8][CH:9]=4)=[C:30]3[CH:29]=[N:28]2)[CH2:25][CH2:26]1)=[O:20])([CH3:17])([CH3:15])[CH3:16]. Reactant: [H-].[Na+].[CH3:3][S:4]([C:7]1[CH:12]=[CH:11][C:10]([OH:13])=[CH:9][CH:8]=1)(=[O:6])=[O:5].[C:14]([O:18][C:19]([N:21]1[CH2:26][CH2:25][CH:24]([N:27]2[C:31]3=[N:32][CH:33]=[N:34][C:35](Cl)=[C:30]3[CH:29]=[N:28]2)[CH2:23][CH2:22]1)=[O:20])([CH3:17])([CH3:16])[CH3:15].[Cl-].[NH4+]. The catalyst class is: 9. (3) Reactant: [NH2:1][C:2]1[CH:7]=[CH:6][C:5]([Cl:8])=[CH:4][N:3]=1.Br[CH2:10][C:11]([C:13]1[CH:18]=[CH:17][C:16]([C:19]([F:22])([F:21])[F:20])=[C:15]([N+:23]([O-:25])=[O:24])[CH:14]=1)=O. Product: [Cl:8][C:5]1[CH:6]=[CH:7][C:2]2[N:3]([CH:10]=[C:11]([C:13]3[CH:18]=[CH:17][C:16]([C:19]([F:22])([F:21])[F:20])=[C:15]([N+:23]([O-:25])=[O:24])[CH:14]=3)[N:1]=2)[CH:4]=1. The catalyst class is: 10. (4) Product: [CH:1]1([C:6]2[CH:7]=[N:8][N:9]([CH2:11][CH2:12][C@@:13]([CH3:23])([S:19]([CH3:22])(=[O:20])=[O:21])[C:14]([O:16][CH2:17][CH3:18])=[O:15])[CH:10]=2)[CH2:5][CH2:4][CH2:3][CH2:2]1. Reactant: [C:1]1([C:6]2[CH:7]=[N:8][N:9]([CH2:11][CH2:12][C@@:13]([CH3:23])([S:19]([CH3:22])(=[O:21])=[O:20])[C:14]([O:16][CH2:17][CH3:18])=[O:15])[CH:10]=2)[CH2:5][CH2:4][CH2:3][CH:2]=1. The catalyst class is: 19. (5) The catalyst class is: 46. Product: [CH:7]1([CH2:13][C@@H:14]([N:30]([CH3:31])[C:34](=[O:35])[C:33]([CH3:38])([CH3:37])[CH3:32])[CH2:15][N:16]2[CH2:17][CH2:18][CH:19]([C:22]3[CH:27]=[CH:26][CH:25]=[CH:24][C:23]=3[O:28][CH3:29])[CH2:20][CH2:21]2)[CH2:8][CH2:9][CH2:10][CH2:11][CH2:12]1.[ClH:36]. Reactant: C(=O)([O-])[O-].[K+].[K+].[CH:7]1([CH2:13][C@@H:14]([NH:30][CH3:31])[CH2:15][N:16]2[CH2:21][CH2:20][CH:19]([C:22]3[CH:27]=[CH:26][CH:25]=[CH:24][C:23]=3[O:28][CH3:29])[CH2:18][CH2:17]2)[CH2:12][CH2:11][CH2:10][CH2:9][CH2:8]1.[CH3:32][C:33]([CH3:38])([CH3:37])[C:34]([Cl:36])=[O:35].